Dataset: Catalyst prediction with 721,799 reactions and 888 catalyst types from USPTO. Task: Predict which catalyst facilitates the given reaction. (1) Reactant: [Cl:1][C:2]1[C:3]([NH:20][C:21]2[CH:30]=[CH:29][CH:28]=[CH:27][C:22]=2[C:23]([NH:25][CH3:26])=[O:24])=[N:4][C:5]([NH:8][C:9]2[CH:19]=[CH:18][C:12]3[CH2:13][CH2:14][NH:15][CH2:16][CH2:17][C:11]=3[CH:10]=2)=[N:6][CH:7]=1.C=O.[C:33]([BH3-])#N.[Na+]. Product: [Cl:1][C:2]1[C:3]([NH:20][C:21]2[CH:30]=[CH:29][CH:28]=[CH:27][C:22]=2[C:23]([NH:25][CH3:26])=[O:24])=[N:4][C:5]([NH:8][C:9]2[CH:19]=[CH:18][C:12]3[CH2:13][CH2:14][N:15]([CH3:33])[CH2:16][CH2:17][C:11]=3[CH:10]=2)=[N:6][CH:7]=1. The catalyst class is: 10. (2) Reactant: [CH3:1][C:2]1[N:3]=[C:4]([NH:12][C:13](=[O:15])[CH3:14])[S:5][C:6]=1[C:7]1[CH:8]=[N:9][NH:10][CH:11]=1.C(N1C=C(C2S[C:31]([NH:33][C:34](=[O:36])C)=[N:30][C:29]=2[CH3:37])C=N1)C1C=CC=CC=1.C(N1C=CN=C1)(N1C=CN=C1)=O.C(N(CC)CC)C. Product: [N:33]1([C:34]([N:10]2[CH:11]=[C:7]([C:6]3[S:5][C:4]([NH:12][C:13](=[O:15])[CH3:14])=[N:3][C:2]=3[CH3:1])[CH:8]=[N:9]2)=[O:36])[CH:37]=[CH:29][N:30]=[CH:31]1. The catalyst class is: 59. (3) Reactant: [CH2:1]1[C:5]2([CH2:10][CH2:9][O:8][CH2:7][CH2:6]2)[CH2:4][C@@H:3]([C:11]([O:13]CC)=[O:12])[N:2]1[C:16]([O:18][CH2:19][C:20]1[CH:25]=[CH:24][CH:23]=[CH:22][CH:21]=1)=[O:17].O.[OH-].[Li+].Cl. Product: [C:20]1([CH2:19][O:18][C:16]([N:2]2[C@H:3]([C:11]([OH:13])=[O:12])[CH2:4][C:5]3([CH2:10][CH2:9][O:8][CH2:7][CH2:6]3)[CH2:1]2)=[O:17])[CH:25]=[CH:24][CH:23]=[CH:22][CH:21]=1. The catalyst class is: 278. (4) Reactant: C([NH:5][S:6]([C:9]1[S:10][C:11]([C:14]2[N:15]=[CH:16][N:17]([C:19]3[N:24]=[C:23]([C:25]4[CH:30]=[CH:29][C:28]([F:31])=[CH:27][CH:26]=4)[CH:22]=[C:21]([C:32]([F:35])([F:34])[F:33])[N:20]=3)[CH:18]=2)=[CH:12][CH:13]=1)(=[O:8])=[O:7])(C)(C)C.C(O)(C(F)(F)F)=O. Product: [F:31][C:28]1[CH:29]=[CH:30][C:25]([C:23]2[CH:22]=[C:21]([C:32]([F:33])([F:35])[F:34])[N:20]=[C:19]([N:17]3[CH:18]=[C:14]([C:11]4[S:10][C:9]([S:6]([NH2:5])(=[O:7])=[O:8])=[CH:13][CH:12]=4)[N:15]=[CH:16]3)[N:24]=2)=[CH:26][CH:27]=1. The catalyst class is: 4. (5) Reactant: C1(P(C2C=CC=CC=2)C2C=CC=CC=2)C=CC=CC=1.[O:20]1[CH2:25][CH2:24][N:23]([CH2:26][CH2:27][OH:28])[CH2:22][CH2:21]1.[CH3:29][C:30]1([CH3:44])[C:34]([CH3:36])([CH3:35])[O:33][B:32]([C:37]2[CH:42]=[CH:41][C:40](O)=[CH:39][CH:38]=2)[O:31]1.N(C(N1CCCCC1)=O)=NC(N1CCCCC1)=O. Product: [CH3:35][C:34]1([CH3:36])[C:30]([CH3:29])([CH3:44])[O:31][B:32]([C:37]2[CH:42]=[CH:41][C:40]([O:28][CH2:27][CH2:26][N:23]3[CH2:24][CH2:25][O:20][CH2:21][CH2:22]3)=[CH:39][CH:38]=2)[O:33]1. The catalyst class is: 1. (6) Reactant: C[C@@:2]1([C:19]([O-:21])=O)[CH2:7][N:6]2[C@@H:8]3[CH2:11][C@@H:9]3[CH2:10][C@@H:5]2[CH2:4][N:3]1[C:12]([O:14][C:15]([CH3:18])([CH3:17])[CH3:16])=[O:13].O.[OH-].[Li+].Cl.[O:26]1[CH2:30][CH2:29][CH2:28][CH2:27]1. Product: [C:15]([O:14][C:12]([N:3]1[C@H:2]([C:19](=[O:21])[NH:3][C@H:4]2[C:5]3[C:28](=[CH:27][CH:8]=[CH:9][CH:10]=3)[CH2:29][C@@H:30]2[OH:26])[CH2:7][N:6]2[C@@H:8]3[CH2:11][C@@H:9]3[CH2:10][C@@H:5]2[CH2:4]1)=[O:13])([CH3:18])([CH3:17])[CH3:16]. The catalyst class is: 6. (7) Reactant: [C:1](N1C=CN=C1)(N1C=CN=C1)=[O:2].[NH2:13][C:14]1[C:19]([NH:20][CH:21]2[CH2:26][CH2:25][N:24]([C:27]([O:29][C:30]([CH3:33])([CH3:32])[CH3:31])=[O:28])[CH2:23][CH2:22]2)=[CH:18][C:17]([F:34])=[CH:16][N:15]=1. Product: [F:34][C:17]1[CH:18]=[C:19]2[N:20]([CH:21]3[CH2:22][CH2:23][N:24]([C:27]([O:29][C:30]([CH3:31])([CH3:33])[CH3:32])=[O:28])[CH2:25][CH2:26]3)[C:1](=[O:2])[NH:13][C:14]2=[N:15][CH:16]=1. The catalyst class is: 10.